This data is from Full USPTO retrosynthesis dataset with 1.9M reactions from patents (1976-2016). The task is: Predict the reactants needed to synthesize the given product. (1) The reactants are: [NH2:1][C:2]1[C:6]2[CH:7]=[C:8]([Br:11])[CH:9]=[CH:10][C:5]=2[O:4][C:3]=1[C:12]([NH2:14])=[O:13].[OH:15][C:16]1[CH:23]=[CH:22][CH:21]=[CH:20][C:17]=1[CH:18]=O.Cl. Given the product [Br:11][C:8]1[CH:9]=[CH:10][C:5]2[O:4][C:3]3[C:12](=[O:13])[NH:14][C:18]([C:17]4[CH:20]=[CH:21][CH:22]=[CH:23][C:16]=4[OH:15])=[N:1][C:2]=3[C:6]=2[CH:7]=1, predict the reactants needed to synthesize it. (2) Given the product [CH2:58]([C:15]1[CH:16]=[CH:17][CH:18]=[C:19]2[C:14]=1[C:13]([O:21][C@@H:22]1[O:48][C@H:47]([CH2:49][O:50][C:51](=[O:56])[C:52]([CH3:55])([CH3:54])[CH3:53])[C@@H:39]([O:40][C:41](=[O:46])[C:42]([CH3:43])([CH3:44])[CH3:45])[C@H:31]([O:32][C:33](=[O:38])[C:34]([CH3:37])([CH3:35])[CH3:36])[C@H:23]1[O:24][C:25](=[O:30])[C:26]([CH3:27])([CH3:28])[CH3:29])=[N:12][N:11]2[CH2:10][CH2:9][O:8][CH2:1][C:2]1[CH:3]=[CH:4][CH:5]=[CH:6][CH:7]=1)[C:59]1[CH:64]=[CH:63][CH:62]=[CH:61][CH:60]=1, predict the reactants needed to synthesize it. The reactants are: [CH2:1]([O:8][CH2:9][CH2:10][N:11]1[C:19]2[C:14](=[C:15](Br)[CH:16]=[CH:17][CH:18]=2)[C:13]([O:21][C@@H:22]2[O:48][C@H:47]([CH2:49][O:50][C:51](=[O:56])[C:52]([CH3:55])([CH3:54])[CH3:53])[C@@H:39]([O:40][C:41](=[O:46])[C:42]([CH3:45])([CH3:44])[CH3:43])[C@H:31]([O:32][C:33](=[O:38])[C:34]([CH3:37])([CH3:36])[CH3:35])[C@H:23]2[O:24][C:25](=[O:30])[C:26]([CH3:29])([CH3:28])[CH3:27])=[N:12]1)[C:2]1[CH:7]=[CH:6][CH:5]=[CH:4][CH:3]=1.[Br-].[CH2:58]([Zn+])[C:59]1[CH:64]=[CH:63][CH:62]=[CH:61][CH:60]=1.Cl. (3) Given the product [Br:1][C:2]1[C:3]2[C:7]([CH:8]=[CH:9][CH:10]=1)=[N:6][N:5]([CH2:12][C:13]1[CH:18]=[CH:17][CH:16]=[C:15]([F:19])[CH:14]=1)[CH:4]=2, predict the reactants needed to synthesize it. The reactants are: [Br:1][C:2]1[CH:10]=[CH:9][CH:8]=[C:7]2[C:3]=1[CH:4]=[N:5][NH:6]2.Br[CH2:12][C:13]1[CH:18]=[CH:17][CH:16]=[C:15]([F:19])[CH:14]=1. (4) Given the product [C:11]([CH:13]([CH2:1][C:2](=[O:3])[C:4]1[CH:9]=[CH:8][CH:7]=[CH:6][CH:5]=1)[C:14]([O:16][CH3:17])=[O:15])#[N:12], predict the reactants needed to synthesize it. The reactants are: [CH2:1](Br)[C:2]([C:4]1[CH:9]=[CH:8][CH:7]=[CH:6][CH:5]=1)=[O:3].[C:11]([CH2:13][C:14]([O:16][CH3:17])=[O:15])#[N:12].CCN(C(C)C)C(C)C.Cl. (5) Given the product [Br:7][C:8]1[CH:13]=[C:12]([C:14]([F:17])([F:16])[F:15])[CH:11]=[CH:10][C:9]=1[N:18]1[C:27]2[C:22](=[CH:23][C:24]([S:28]([NH:1][C:2]3[CH:6]=[CH:5][O:4][N:3]=3)(=[O:30])=[O:29])=[CH:25][CH:26]=2)[CH:21]=[CH:20][C:19]1=[O:32], predict the reactants needed to synthesize it. The reactants are: [NH2:1][C:2]1[CH:6]=[CH:5][O:4][N:3]=1.[Br:7][C:8]1[CH:13]=[C:12]([C:14]([F:17])([F:16])[F:15])[CH:11]=[CH:10][C:9]=1[N:18]1[C:27]2[C:22](=[CH:23][C:24]([S:28](Cl)(=[O:30])=[O:29])=[CH:25][CH:26]=2)[CH:21]=[CH:20][C:19]1=[O:32].[Li+].C[Si]([N-][Si](C)(C)C)(C)C.